Task: Predict the reactants needed to synthesize the given product.. Dataset: Full USPTO retrosynthesis dataset with 1.9M reactions from patents (1976-2016) (1) Given the product [CH2:31]([O:30][CH2:29][C:13]1[N:14]([CH2:15][CH2:16][CH2:17][C:18]2[O:22][N:21]=[C:20]([C:23]3[CH:28]=[CH:27][CH:26]=[CH:25][CH:24]=3)[CH:19]=2)[C:10]2[C:9]3[CH:8]=[CH:7][CH:6]=[CH:5][C:4]=3[N:3]=[C:2]([NH2:33])[C:11]=2[N:12]=1)[CH3:32], predict the reactants needed to synthesize it. The reactants are: Cl[C:2]1[C:11]2[N:12]=[C:13]([CH2:29][O:30][CH2:31][CH3:32])[N:14]([CH2:15][CH2:16][CH2:17][C:18]3[O:22][N:21]=[C:20]([C:23]4[CH:28]=[CH:27][CH:26]=[CH:25][CH:24]=4)[CH:19]=3)[C:10]=2[C:9]2[CH:8]=[CH:7][CH:6]=[CH:5][C:4]=2[N:3]=1.[NH3:33]. (2) Given the product [CH2:23]([N:30]1[C:8](=[O:10])[C:7]([F:13])([F:14])[C:2]2([S:1][CH2:6][CH2:5][CH2:4][S:3]2)[C:15]([F:21])([F:22])[C:16]1=[O:18])[C:24]1[CH:29]=[CH:28][CH:27]=[CH:26][CH:25]=1, predict the reactants needed to synthesize it. The reactants are: [S:1]1[CH2:6][CH2:5][CH2:4][S:3][C:2]1([C:15]([F:22])([F:21])[C:16]([O:18]CC)=O)[C:7]([F:14])([F:13])[C:8]([O:10]CC)=O.[CH2:23]([NH2:30])[C:24]1[CH:29]=[CH:28][CH:27]=[CH:26][CH:25]=1. (3) Given the product [CH2:30]([O:29][P:28]1(=[O:32])[CH:22]=[C:23]([CH2:24][CH2:25][CH2:26][CH3:27])[CH:38]=[C:37]([CH2:36][CH2:35][CH2:34][C:39]2[CH:40]=[CH:41][CH:42]=[CH:43][CH:44]=2)[O:33]1)[CH3:31], predict the reactants needed to synthesize it. The reactants are: CC(P(C(C)(C)C)C1C(C2C=CC=CC=2)=CC=CC=1)(C)C.[C:22]([P:28](=[O:33])([OH:32])[O:29][CH2:30][CH3:31])#[C:23][CH2:24][CH2:25][CH2:26][CH3:27].[CH2:34]([C:39]1[CH:44]=[CH:43][CH:42]=[CH:41][CH:40]=1)[CH2:35][CH2:36][C:37]#[CH:38]. (4) Given the product [F:37][C:3]([F:36])([F:2])[C:4]1[N:9]=[CH:8][C:7]([C:10]2[CH:15]=[C:14]([CH2:16][NH:17][C:18]([C@@H:20]3[CH2:24][C@@H:23]([F:25])[CH2:22][N:21]3[S:45]([C:42]3[CH:43]=[CH:44][C:39]([F:38])=[CH:40][CH:41]=3)(=[O:47])=[O:46])=[O:19])[CH:13]=[C:12]([C:26]3[CH:27]=[N:28][C:29]([C:32]([F:35])([F:34])[F:33])=[CH:30][CH:31]=3)[N:11]=2)=[CH:6][CH:5]=1, predict the reactants needed to synthesize it. The reactants are: Cl.[F:2][C:3]([F:37])([F:36])[C:4]1[N:9]=[CH:8][C:7]([C:10]2[CH:15]=[C:14]([CH2:16][NH:17][C:18]([C@@H:20]3[CH2:24][C@@H:23]([F:25])[CH2:22][NH:21]3)=[O:19])[CH:13]=[C:12]([C:26]3[CH:27]=[N:28][C:29]([C:32]([F:35])([F:34])[F:33])=[CH:30][CH:31]=3)[N:11]=2)=[CH:6][CH:5]=1.[F:38][C:39]1[CH:44]=[CH:43][C:42]([S:45](Cl)(=[O:47])=[O:46])=[CH:41][CH:40]=1.C(N(CC)CC)C. (5) Given the product [NH:10]1[C:11]2[CH:16]=[CH:15][N:14]=[CH:13][C:12]=2[N:17]=[C:9]1[C:3]1[CH:4]=[C:5]([NH:6][C:25]([C:24]2[CH:23]=[CH:22][C:21]([C:28]3[CH:33]=[CH:32][C:31]([C:34]([F:35])([F:36])[F:37])=[CH:30][CH:29]=3)=[CH:20][C:19]=2[CH3:18])=[O:26])[CH:7]=[CH:8][C:2]=1[Cl:1], predict the reactants needed to synthesize it. The reactants are: [Cl:1][C:2]1[CH:8]=[CH:7][C:5]([NH2:6])=[CH:4][C:3]=1[C:9]1[NH:10][C:11]2[CH:16]=[CH:15][N:14]=[CH:13][C:12]=2[N:17]=1.[CH3:18][C:19]1[CH:20]=[C:21]([C:28]2[CH:33]=[CH:32][C:31]([C:34]([F:37])([F:36])[F:35])=[CH:30][CH:29]=2)[CH:22]=[CH:23][C:24]=1[C:25](O)=[O:26]. (6) Given the product [Cl:1][C:2]1[CH:27]=[CH:26][C:5]([CH2:6][N:7]2[C:15]3[C:10](=[CH:11][C:12]([CH:16]=[C:17]4[S:21][C:20]([N:32]5[CH2:37][CH2:36][O:35][CH2:34][C@H:33]5[CH2:38][OH:39])=[N:19][C:18]4=[O:25])=[CH:13][CH:14]=3)[CH:9]=[N:8]2)=[C:4]([C:28]([F:29])([F:31])[F:30])[CH:3]=1, predict the reactants needed to synthesize it. The reactants are: [Cl:1][C:2]1[CH:27]=[CH:26][C:5]([CH2:6][N:7]2[C:15]3[C:10](=[CH:11][C:12]([CH:16]=[C:17]4[S:21][C:20](SCC)=[N:19][C:18]4=[O:25])=[CH:13][CH:14]=3)[CH:9]=[N:8]2)=[C:4]([C:28]([F:31])([F:30])[F:29])[CH:3]=1.[NH:32]1[CH2:37][CH2:36][O:35][CH2:34][C@H:33]1[CH2:38][OH:39].